Dataset: Reaction yield outcomes from USPTO patents with 853,638 reactions. Task: Predict the reaction yield, written as a fraction of the theoretical maximum amount of product (1.0 means a 100% yield; for example, 0.34 means a 34% yield). (1) The reactants are F[C:2]1[CH:15]=[CH:14][C:13]([F:16])=[CH:12][C:3]=1[C:4]([C:6]1[CH:11]=[CH:10][CH:9]=[CH:8][CH:7]=1)=O.[NH2:17][NH2:18]. The catalyst is N1C=CC=CC=1. The product is [F:16][C:13]1[CH:12]=[C:3]2[C:2](=[CH:15][CH:14]=1)[NH:18][N:17]=[C:4]2[C:6]1[CH:11]=[CH:10][CH:9]=[CH:8][CH:7]=1. The yield is 0.400. (2) The reactants are [S:1]([O:5][C:6]1[C:7](=[CH:9][CH:10]=[CH:11][CH:12]=1)[OH:8])([OH:4])(=[O:3])=O.[CH:13]1([NH2:17])[CH2:16][CH2:15][CH2:14]1. The catalyst is C(Cl)Cl.CN(C=O)C. The product is [OH:8][C:7]1[CH:9]=[CH:10][CH:11]=[CH:12][C:6]=1[O:5][S:1](=[O:3])(=[O:4])[NH:17][CH:13]1[CH2:16][CH2:15][CH2:14]1. The yield is 1.00. (3) The reactants are Cl[C:2]1[N:3]([C:13]2[CH:18]=[CH:17][CH:16]=[C:15]([CH:19]=[O:20])[CH:14]=2)[C:4]2[C:9]([C:10]=1[CH:11]=[O:12])=[CH:8][CH:7]=[CH:6][CH:5]=2.[NH:21]1[CH2:26][CH2:25][NH:24][CH2:23][CH2:22]1. No catalyst specified. The product is [CH:19]([C:15]1[CH:14]=[C:13]([N:3]2[C:4]3[C:9](=[CH:8][CH:7]=[CH:6][CH:5]=3)[C:10]([CH:11]=[O:12])=[C:2]2[CH:22]2[CH2:23][NH:24][CH2:25][CH2:26][NH:21]2)[CH:18]=[CH:17][CH:16]=1)=[O:20]. The yield is 0.590.